This data is from Full USPTO retrosynthesis dataset with 1.9M reactions from patents (1976-2016). The task is: Predict the reactants needed to synthesize the given product. (1) Given the product [C:18]([C:22]1[CH:27]=[CH:26][C:25]([C:28]([CH:29]([C:15](=[O:17])[CH2:14][CH2:13][CH2:12][N:3]2[C:4](=[O:11])[C:5]3[C:10](=[CH:9][CH:8]=[CH:7][CH:6]=3)[C:2]2=[O:1])[C:30]([O:32][CH3:33])=[O:31])=[O:34])=[CH:24][CH:23]=1)([CH3:21])([CH3:19])[CH3:20], predict the reactants needed to synthesize it. The reactants are: [O:1]=[C:2]1[C:10]2[C:5](=[CH:6][CH:7]=[CH:8][CH:9]=2)[C:4](=[O:11])[N:3]1[CH2:12][CH2:13][CH2:14][C:15]([OH:17])=O.[C:18]([C:22]1[CH:27]=[CH:26][C:25]([C:28](=[O:34])[CH2:29][C:30]([O:32][CH3:33])=[O:31])=[CH:24][CH:23]=1)([CH3:21])([CH3:20])[CH3:19].[Mg+2].[Cl-].[Cl-].N1C=CC=CC=1.Cl. (2) Given the product [O:4]1[C:5]2([CH2:10][CH2:9][N:8]([C:11]([N:13]3[CH2:18][CH:17]([C:19]4[CH:24]=[CH:23][C:22]([C:25]([F:27])([F:26])[F:28])=[CH:21][CH:20]=4)[CH2:16][CH:15]([C:29]([OH:31])=[O:30])[CH2:14]3)=[O:12])[CH2:7][CH2:6]2)[O:1][CH2:2][CH2:3]1, predict the reactants needed to synthesize it. The reactants are: [O:1]1[C:5]2([CH2:10][CH2:9][N:8]([C:11]([N:13]3[CH2:18][CH:17]([C:19]4[CH:24]=[CH:23][C:22]([C:25]([F:28])([F:27])[F:26])=[CH:21][CH:20]=4)[CH2:16][CH:15]([C:29]([O:31]C)=[O:30])[CH2:14]3)=[O:12])[CH2:7][CH2:6]2)[O:4][CH2:3][CH2:2]1.CC(C)([O-])C.[K+]. (3) Given the product [F:25][C:23]1[N:24]=[C:19]([C:15]2[N:14]([CH2:13][C:5]3[N:4]([CH2:1][CH2:2][CH3:3])[C:8]4[CH:9]=[CH:10][N:11]=[C:12]([C:27](=[O:28])[CH3:26])[C:7]=4[N:6]=3)[CH:18]=[CH:17][N:16]=2)[CH:20]=[CH:21][CH:22]=1, predict the reactants needed to synthesize it. The reactants are: [CH2:1]([N:4]1[C:8]2[CH:9]=[CH:10][N:11]=[CH:12][C:7]=2[N:6]=[C:5]1[CH2:13][N:14]1[CH:18]=[CH:17][N:16]=[C:15]1[C:19]1[N:24]=[C:23]([F:25])[CH:22]=[CH:21][CH:20]=1)[CH2:2][CH3:3].[C:26](O)(=O)[C:27](C)=[O:28].S(=O)(=O)(O)O.C(=O)(O)[O-].[Na+]. (4) Given the product [S:1]1[C:5]2[CH:6]=[CH:7][CH:8]=[CH:9][C:4]=2[N:3]=[C:2]1[NH:10][C:11]([C:13]1[C:17]2[N:18]=[C:19]([NH:23][C@@H:24]3[CH2:29][CH2:28][CH2:27][CH2:26][C@@H:25]3[NH2:30])[N:20]=[CH:21][C:16]=2[S:15][CH:14]=1)=[O:12], predict the reactants needed to synthesize it. The reactants are: [S:1]1[C:5]2[CH:6]=[CH:7][CH:8]=[CH:9][C:4]=2[N:3]=[C:2]1[NH:10][C:11]([C:13]1[C:17]2[N:18]=[C:19](Cl)[N:20]=[CH:21][C:16]=2[S:15][CH:14]=1)=[O:12].[NH2:23][C@@H:24]1[CH2:29][CH2:28][CH2:27][CH2:26][C@@H:25]1[NH2:30]. (5) Given the product [Cl:1][C:2]1[CH:3]=[C:4]2[C:9](=[CH:10][CH:11]=1)[N:8]([CH2:12][CH3:13])[C:7](=[O:14])[C:6]([C:15]([NH:31][NH:30][C:21](=[O:29])[CH2:22][CH2:23][CH2:24][CH2:25][CH2:26][CH2:27][CH3:28])=[O:17])=[C:5]2[OH:20], predict the reactants needed to synthesize it. The reactants are: [Cl:1][C:2]1[CH:3]=[C:4]2[C:9](=[CH:10][CH:11]=1)[N:8]([CH2:12][CH3:13])[C:7](=[O:14])[C:6]([C:15]([O:17]CC)=O)=[C:5]2[OH:20].[C:21]([NH:30][NH2:31])(=[O:29])[CH2:22][CH2:23][CH2:24][CH2:25][CH2:26][CH2:27][CH3:28]. (6) Given the product [Cl:19][C:20]1[CH:21]=[CH:22][C:23]([C:24]([NH:8][CH:5]([CH2:6][CH3:7])[C:4]([N:49]2[CH2:50][CH2:51][C:46]([C:43]3[CH:42]=[CH:41][C:40]([Cl:39])=[CH:45][CH:44]=3)=[CH:47][CH2:48]2)=[O:9])=[O:26])=[CH:27][CH:28]=1, predict the reactants needed to synthesize it. The reactants are: Cl.CO[C:4](=[O:9])[CH:5]([NH2:8])[CH2:6][CH3:7].Cl.C(OC(=O)C(C)N)C.[Cl:19][C:20]1[CH:28]=[CH:27][C:23]([C:24]([OH:26])=O)=[CH:22][CH:21]=1.ClC1C=C(C=CC=1)C(O)=O.[Cl:39][C:40]1[CH:45]=[CH:44][C:43]([C:46]2(O)[CH2:51][CH2:50][NH:49][CH2:48][CH2:47]2)=[CH:42][CH:41]=1.Cl.ClC1C=CC(C2CCNCC2)=CC=1. (7) Given the product [CH3:1][O:2][C:3](=[O:31])[CH2:4][O:5][C:6]1[CH:15]=[CH:14][C:13]([F:16])=[C:12]2[C:7]=1[C:8]([O:27][CH:28]([F:30])[F:29])=[C:9]([CH2:19][C:20]1[CH:25]=[CH:24][C:23]([NH:35][C:34]([O:33][CH3:32])=[O:36])=[CH:22][CH:21]=1)[C:10]([CH2:17][CH3:18])=[N:11]2, predict the reactants needed to synthesize it. The reactants are: [CH3:1][O:2][C:3](=[O:31])[CH2:4][O:5][C:6]1[CH:15]=[CH:14][C:13]([F:16])=[C:12]2[C:7]=1[C:8]([O:27][CH:28]([F:30])[F:29])=[C:9]([CH2:19][C:20]1[CH:25]=[CH:24][C:23](Br)=[CH:22][CH:21]=1)[C:10]([CH2:17][CH3:18])=[N:11]2.[CH3:32][O:33][C:34](=[O:36])[NH2:35].CC1(C)C2C(=C(P(C3C=CC=CC=3)C3C=CC=CC=3)C=CC=2)OC2C(P(C3C=CC=CC=3)C3C=CC=CC=3)=CC=CC1=2.C(=O)([O-])[O-].[Cs+].[Cs+]. (8) The reactants are: [Cl:1][C:2]1[CH:7]=[CH:6][C:5]([NH2:8])=[CH:4][C:3]=1[C:9]1[O:10][C:11]2[CH:17]=[CH:16][C:15]([Cl:18])=[CH:14][C:12]=2[N:13]=1.[C:19](Cl)(=[O:22])[CH2:20][CH3:21]. Given the product [Cl:1][C:2]1[CH:7]=[CH:6][C:5]([NH:8][C:19](=[O:22])[CH2:20][CH3:21])=[CH:4][C:3]=1[C:9]1[O:10][C:11]2[CH:17]=[CH:16][C:15]([Cl:18])=[CH:14][C:12]=2[N:13]=1, predict the reactants needed to synthesize it.